Binary Classification. Given a drug SMILES string, predict its activity (active/inactive) in a high-throughput screening assay against a specified biological target. From a dataset of SARS-CoV-2 main protease (3CLPro) crystallographic fragment screen with 879 compounds. (1) The compound is CCc1cc(=O)n2nc(NC)sc2n1. The result is 0 (inactive). (2) The drug is COc1ccc2nc(NC(=O)C3CC3)sc2c1. The result is 0 (inactive). (3) The compound is Cc1nn(Cc2c(C)noc2C)c(=O)s1. The result is 0 (inactive).